Dataset: Forward reaction prediction with 1.9M reactions from USPTO patents (1976-2016). Task: Predict the product of the given reaction. (1) Given the reactants Cl[C:2]1[CH:3]=[C:4]([CH:9]=C[CH:11]=1)[C:5](OO)=[O:6].[OH:12][C:13]1[CH:14]=[C:15]([S:19]([C:21]2[C:29]3[C:28](=[O:30])[N:27]([CH3:31])[C:26](=[O:32])[N:25]([CH2:33][CH:34]([CH3:36])[CH3:35])[C:24]=3[S:23][C:22]=2[CH2:37][C:38]2[C:47]3[C:42](=[CH:43][CH:44]=[CH:45][CH:46]=3)[CH:41]=[CH:40][CH:39]=2)=[O:20])[CH:16]=[CH:17][CH:18]=1.C(OCC)(=O)C, predict the reaction product. The product is: [CH3:11][CH2:2][CH2:3][CH:4]([CH3:9])[CH3:5].[OH:12][C:13]1[CH:14]=[C:15]([S:19]([C:21]2[C:29]3[C:28](=[O:30])[N:27]([CH3:31])[C:26](=[O:32])[N:25]([CH2:33][CH:34]([CH3:35])[CH3:36])[C:24]=3[S:23][C:22]=2[CH2:37][C:38]2[C:47]3[C:42](=[CH:43][CH:44]=[CH:45][CH:46]=3)[CH:41]=[CH:40][CH:39]=2)(=[O:6])=[O:20])[CH:16]=[CH:17][CH:18]=1. (2) Given the reactants [Na].[CH2:2]([O:9][CH2:10][C:11]([NH2:13])=[NH:12])[C:3]1[CH:8]=[CH:7][CH:6]=[CH:5][CH:4]=1.C([O:16][CH:17]=[C:18]([C:24](OCC)=O)[C:19]([O:21][CH2:22][CH3:23])=[O:20])C, predict the reaction product. The product is: [CH2:2]([O:9][CH2:10][C:11]1[N:13]=[C:17]([OH:16])[C:18]([C:19]([O:21][CH2:22][CH3:23])=[O:20])=[CH:24][N:12]=1)[C:3]1[CH:8]=[CH:7][CH:6]=[CH:5][CH:4]=1. (3) Given the reactants [Cl:1][C:2]1[C:3]([C:22](=[O:32])[N:23]([CH2:28][CH2:29][CH2:30][CH3:31])[CH2:24][CH2:25][CH2:26][CH3:27])=[N:4][N:5]([C:8]2[CH:16]=[CH:15][C:11]([C:12]([OH:14])=O)=[CH:10][C:9]=2[C:17]([O:19][CH2:20][CH3:21])=[O:18])[C:6]=1[CH3:7].[CH2:33]([N:35]1[C:43]2[C:38](=[CH:39][C:40]([S:44]([NH2:47])(=[O:46])=[O:45])=[CH:41][CH:42]=2)[CH2:37][CH2:36]1)[CH3:34], predict the reaction product. The product is: [Cl:1][C:2]1[C:3]([C:22](=[O:32])[N:23]([CH2:24][CH2:25][CH2:26][CH3:27])[CH2:28][CH2:29][CH2:30][CH3:31])=[N:4][N:5]([C:8]2[CH:16]=[CH:15][C:11]([C:12](=[O:14])[NH:47][S:44]([C:40]3[CH:39]=[C:38]4[C:43](=[CH:42][CH:41]=3)[N:35]([CH2:33][CH3:34])[CH2:36][CH2:37]4)(=[O:46])=[O:45])=[CH:10][C:9]=2[C:17]([O:19][CH2:20][CH3:21])=[O:18])[C:6]=1[CH3:7]. (4) Given the reactants [CH3:1][N:2]([CH3:36])[CH2:3][CH2:4][NH:5][C:6]([NH:8][C:9]1[CH:14]=[CH:13][C:12]([C:15]2[N:16]=[C:17]([N:30]3[CH2:35][CH2:34][O:33][CH2:32][CH2:31]3)[C:18]3[N:23]=[N:22][N:21]([CH:24]4[CH2:29][CH2:28][NH:27][CH2:26][CH2:25]4)[C:19]=3[N:20]=2)=[CH:11][CH:10]=1)=[O:7].[Br:37][C:38]1[CH:45]=[CH:44][C:41]([CH:42]=O)=[CH:40][N:39]=1.[BH-](OC(C)=O)(OC(C)=O)OC(C)=O.[Na+].CC(O)=O, predict the reaction product. The product is: [Br:37][C:38]1[N:39]=[CH:40][C:41]([CH2:42][N:27]2[CH2:28][CH2:29][CH:24]([N:21]3[C:19]4[N:20]=[C:15]([C:12]5[CH:11]=[CH:10][C:9]([NH:8][C:6]([NH:5][CH2:4][CH2:3][N:2]([CH3:36])[CH3:1])=[O:7])=[CH:14][CH:13]=5)[N:16]=[C:17]([N:30]5[CH2:35][CH2:34][O:33][CH2:32][CH2:31]5)[C:18]=4[N:23]=[N:22]3)[CH2:25][CH2:26]2)=[CH:44][CH:45]=1.